From a dataset of Catalyst prediction with 721,799 reactions and 888 catalyst types from USPTO. Predict which catalyst facilitates the given reaction. (1) Reactant: [CH3:1][O:2][C:3]1[CH:8]=[CH:7][C:6]([C:9]2[N:14]=[C:13]([NH2:15])[CH:12]=[CH:11][N:10]=2)=[CH:5][CH:4]=1.Cl[C:17]1[N:22]=[CH:21][C:20]2[N:23]=[CH:24][N:25]([CH:26]([CH3:28])[CH3:27])[C:19]=2[CH:18]=1.CC(C)([O-])C.[Na+].CC(C1C=C(C(C)C)C(C2C(P(C3CCCCC3)C3CCCCC3)=C(OC)C=CC=2OC)=C(C(C)C)C=1)C. Product: [CH:26]([N:25]1[C:19]2[CH:18]=[C:17]([NH:15][C:13]3[CH:12]=[CH:11][N:10]=[C:9]([C:6]4[CH:5]=[CH:4][C:3]([O:2][CH3:1])=[CH:8][CH:7]=4)[N:14]=3)[N:22]=[CH:21][C:20]=2[N:23]=[CH:24]1)([CH3:28])[CH3:27]. The catalyst class is: 218. (2) Reactant: [NH2:1][C:2]1[C:3]([N+:17]([O-:19])=[O:18])=[C:4]([CH:8]=[C:9]([N:11]2[CH2:16][CH2:15][O:14][CH2:13][CH2:12]2)[N:10]=1)[C:5]([OH:7])=[O:6].[CH3:20]N(C(ON1N=NC2C=CC=NC1=2)=[N+](C)C)C.F[P-](F)(F)(F)(F)F.CO.CCN(CC)CC. Product: [NH2:1][C:2]1[C:3]([N+:17]([O-:19])=[O:18])=[C:4]([CH:8]=[C:9]([N:11]2[CH2:16][CH2:15][O:14][CH2:13][CH2:12]2)[N:10]=1)[C:5]([O:7][CH3:20])=[O:6]. The catalyst class is: 1. (3) Product: [I:28][N:6]1[C:7](=[O:16])[CH2:8][C:9]2[CH:15]=[CH:14][CH:13]=[CH:12][C:10]=2[C:11]2[CH:1]=[CH:2][CH:3]=[CH:4][C:5]1=2. The catalyst class is: 2. Reactant: [CH:1]1[C:11]2[C:10]3[CH:12]=[CH:13][CH:14]=[CH:15][C:9]=3[CH2:8][C:7](=[O:16])[NH:6][C:5]=2[CH:4]=[CH:3][CH:2]=1.CCN(CC)CC.[Si]([I:28])(C)(C)C.II. (4) Reactant: [NH2:1][C:2]1[CH:6]=[CH:5][NH:4][C:3]=1[C:7]([O:9][CH2:10][CH3:11])=[O:8].[F:12][C:13]1[C:21]2[N:20]=[C:19]([S:22][C:23]3[O:27][C:26]([CH:28]=O)=[CH:25][CH:24]=3)[NH:18][C:17]=2[CH:16]=[C:15]([F:30])[C:14]=1[F:31].[C:32]1(=O)[CH2:37][CH2:36][CH2:35][C:34](=[O:38])[CH2:33]1. Product: [CH2:10]([O:9][C:7]([C:3]1[NH:4][CH:5]=[C:6]2[CH:28]([C:26]3[O:27][C:23]([S:22][C:19]4[NH:18][C:17]5[CH:16]=[C:15]([F:30])[C:14]([F:31])=[C:13]([F:12])[C:21]=5[N:20]=4)=[CH:24][CH:25]=3)[C:33]3[C:34](=[O:38])[CH2:35][CH2:36][CH2:37][C:32]=3[NH:1][C:2]=12)=[O:8])[CH3:11]. The catalyst class is: 51. (5) The catalyst class is: 17. Reactant: [F:1][C:2]([F:22])([C:15]1[CH:20]=[CH:19][C:18]([F:21])=[CH:17][N:16]=1)[C:3]1[N:12]=[C:11](O)[C:10]2[C:5](=[CH:6][C:7]([CH3:14])=[CH:8][CH:9]=2)[N:4]=1.COC1C=CC(P2(SP(C3C=CC(OC)=CC=3)(=S)S2)=[S:32])=CC=1. Product: [F:1][C:2]([F:22])([C:15]1[CH:20]=[CH:19][C:18]([F:21])=[CH:17][N:16]=1)[C:3]1[N:12]=[C:11]([SH:32])[C:10]2[C:5](=[CH:6][C:7]([CH3:14])=[CH:8][CH:9]=2)[N:4]=1. (6) Reactant: [CH3:1][O:2][C:3]1[CH:20]=[CH:19][C:6]2[NH:7][C:8]([CH2:10][C:11]([CH3:18])([CH3:17])[C:12]([O:14][CH2:15][CH3:16])=[O:13])=[N:9][C:5]=2[CH:4]=1.C(=O)([O-])[O-].[Cs+].[Cs+].[Br:27][C:28]1[CH:35]=[CH:34][C:31]([CH2:32]Br)=[CH:30][CH:29]=1. Product: [Br:27][C:28]1[CH:35]=[CH:34][C:31]([CH2:32][N:9]2[C:5]3[CH:4]=[C:3]([O:2][CH3:1])[CH:20]=[CH:19][C:6]=3[N:7]=[C:8]2[CH2:10][C:11]([CH3:17])([CH3:18])[C:12]([O:14][CH2:15][CH3:16])=[O:13])=[CH:30][CH:29]=1.[Br:27][C:28]1[CH:35]=[CH:34][C:31]([CH2:32][N:7]2[C:6]3[CH:19]=[CH:20][C:3]([O:2][CH3:1])=[CH:4][C:5]=3[N:9]=[C:8]2[CH2:10][C:11]([CH3:17])([CH3:18])[C:12]([O:14][CH2:15][CH3:16])=[O:13])=[CH:30][CH:29]=1. The catalyst class is: 3. (7) Reactant: [C:1]([O:4][CH:5]([C@@H:8]1[CH2:12][C@@H:11]([OH:13])[C@H:10]([N:14]2[C:18]3[N:19]=[C:20]([NH2:24])[NH:21][C:22](=[O:23])[C:17]=3[S:16][C:15]2=[O:25])[O:9]1)[CH2:6][CH3:7])(=[O:3])[CH3:2].CC(OI1(OC(C)=O)(OC(C)=O)OC(=O)C2C=CC=CC1=2)=O. Product: [C:1]([O:4][CH:5]([C@@H:8]1[CH2:12][C:11](=[O:13])[C@H:10]([N:14]2[C:18]3[N:19]=[C:20]([NH2:24])[NH:21][C:22](=[O:23])[C:17]=3[S:16][C:15]2=[O:25])[O:9]1)[CH2:6][CH3:7])(=[O:3])[CH3:2]. The catalyst class is: 1.